Dataset: Catalyst prediction with 721,799 reactions and 888 catalyst types from USPTO. Task: Predict which catalyst facilitates the given reaction. (1) Reactant: CCC(C)[BH-](C(C)CC)C(C)CC.[Li+].[C:15]([O:19][C:20]([NH:22][C@@:23]1([C:41]([O:43][CH2:44][C:45]2[CH:50]=[CH:49][CH:48]=[CH:47][C:46]=2[F:51])=[O:42])[CH2:28][C:27](=[O:29])[C@@H:26]2[C@H:24]1[C@H:25]2[C:30]([O:32][CH2:33][C:34]1[CH:39]=[CH:38][CH:37]=[CH:36][C:35]=1[F:40])=[O:31])=[O:21])([CH3:18])([CH3:17])[CH3:16].C(OC(N[C@@]1(C(OCC2C=CC=CC=2F)=O)C[C@@H](O)[C@@H]2[C@H]1[C@H]2C(OCC1C=CC=CC=1F)=O)=O)(C)(C)C. Product: [C:15]([O:19][C:20]([NH:22][C@@:23]1([C:41]([O:43][CH2:44][C:45]2[CH:50]=[CH:49][CH:48]=[CH:47][C:46]=2[F:51])=[O:42])[CH2:28][C@H:27]([OH:29])[C@@H:26]2[C@H:24]1[C@H:25]2[C:30]([O:32][CH2:33][C:34]1[CH:39]=[CH:38][CH:37]=[CH:36][C:35]=1[F:40])=[O:31])=[O:21])([CH3:18])([CH3:16])[CH3:17]. The catalyst class is: 7. (2) Reactant: [Br:1][C:2]1[CH:7]=[CH:6][C:5]([Cl:8])=[CH:4][C:3]=1[CH2:9][CH2:10][OH:11].N1C=CN=C1.[CH:17]([Si:20]([CH:25]([CH3:27])[CH3:26])([CH:22]([CH3:24])[CH3:23])Cl)([CH3:19])[CH3:18].Cl. Product: [Br:1][C:2]1[CH:7]=[CH:6][C:5]([Cl:8])=[CH:4][C:3]=1[CH2:9][CH2:10][O:11][Si:20]([CH:25]([CH3:27])[CH3:26])([CH:22]([CH3:24])[CH3:23])[CH:17]([CH3:19])[CH3:18]. The catalyst class is: 2. (3) Reactant: [C:1]([C:3]1[CH:4]=[C:5]2[C:9](=[CH:10][CH:11]=1)[NH:8][CH:7]=[C:6]2[CH2:12][CH2:13][CH2:14][CH2:15][N:16]1[CH2:21][CH2:20][N:19]([C:22]2[CH:23]=[CH:24][C:25]3[O:29][C:28]([C:30]([NH2:32])=[O:31])=[CH:27][C:26]=3[CH:33]=2)[CH2:18][CH2:17]1)#[N:2].O.[ClH:35]. Product: [CH:11]1[C:3]([C:1]#[N:2])=[CH:4][C:5]2[C:6]([CH2:12][CH2:13][CH2:14][CH2:15][N:16]3[CH2:17][CH2:18][N:19]([C:22]4[CH:23]=[CH:24][C:25]5[O:29][C:28]([C:30]([NH2:32])=[O:31])=[CH:27][C:26]=5[CH:33]=4)[CH2:20][CH2:21]3)=[CH:7][NH:8][C:9]=2[CH:10]=1.[ClH:35]. The catalyst class is: 1.